Dataset: Forward reaction prediction with 1.9M reactions from USPTO patents (1976-2016). Task: Predict the product of the given reaction. (1) The product is: [CH2:21]([O:28][C:29]1[C:34]([CH2:35][N:8]2[CH2:7][CH2:6][C:5]3[C:10](=[C:11]([Cl:12])[C:2]([Br:1])=[CH:3][C:4]=3[Cl:14])[C:9]2=[O:13])=[C:33]([O:37][CH3:38])[CH:32]=[C:31]([CH3:39])[N:30]=1)[C:22]1[CH:23]=[CH:24][CH:25]=[CH:26][CH:27]=1. Given the reactants [Br:1][C:2]1[C:11]([Cl:12])=[C:10]2[C:5]([CH2:6][CH2:7][NH:8][C:9]2=[O:13])=[C:4]([Cl:14])[CH:3]=1.CC(C)([O-])C.[K+].[CH2:21]([O:28][C:29]1[C:34]([CH2:35]Cl)=[C:33]([O:37][CH3:38])[CH:32]=[C:31]([CH3:39])[N:30]=1)[C:22]1[CH:27]=[CH:26][CH:25]=[CH:24][CH:23]=1, predict the reaction product. (2) Given the reactants [OH:1][CH2:2][CH:3]1[CH2:6][CH:5]([OH:7])[CH2:4]1.CCN(CC)CC.[Si:15](Cl)([C:28]([CH3:31])([CH3:30])[CH3:29])([C:22]1[CH:27]=[CH:26][CH:25]=[CH:24][CH:23]=1)[C:16]1[CH:21]=[CH:20][CH:19]=[CH:18][CH:17]=1, predict the reaction product. The product is: [Si:15]([O:1][CH2:2][CH:3]1[CH2:6][CH:5]([OH:7])[CH2:4]1)([C:28]([CH3:31])([CH3:30])[CH3:29])([C:22]1[CH:23]=[CH:24][CH:25]=[CH:26][CH:27]=1)[C:16]1[CH:21]=[CH:20][CH:19]=[CH:18][CH:17]=1. (3) Given the reactants CC1(C)C[CH:10]([NH2:12])[C:9]2[C:4](=[CH:5][CH:6]=[CH:7]C=2)[O:3]1.[O:14]1[C:19]2[CH:20]=[CH:21][CH:22]=[C:23]([CH2:24][CH2:25][C:26]([OH:28])=O)[C:18]=2[O:17][CH2:16][CH2:15]1.CCN=C=NCCCN(C)C.[ClH:40].[CH:41]1[CH:42]=[CH:43][C:44]2N(O)N=N[C:45]=2[CH:46]=1.C(N(CC)CC)C, predict the reaction product. The product is: [O:14]1[C:19]2[CH:20]=[CH:21][CH:22]=[C:23]([CH2:24][CH2:25][C:26]([NH:12][CH:10]3[C:44]4[C:45](=[CH:46][CH:41]=[C:42]([Cl:40])[CH:43]=4)[O:3][C:4]4([CH2:5][CH2:6][CH2:7]4)[CH2:9]3)=[O:28])[C:18]=2[O:17][CH:16]=[CH:15]1. (4) Given the reactants [Cl:1][C:2]1[CH:7]=[CH:6][CH:5]=[C:4]([CH3:8])[C:3]=1[NH:9][C:10]1[NH:11][C:12]2[C:18]3[CH2:19][C:20]([CH3:23])([CH3:22])[O:21][C:17]=3[C:16]([C:24]([OH:26])=O)=[CH:15][C:13]=2[N:14]=1.S(Cl)(Cl)=O.[F:31][C:32]1[CH:38]=[CH:37][C:35]([NH2:36])=[CH:34][C:33]=1[C:39]([F:42])([F:41])[F:40].CCN(C(C)C)C(C)C, predict the reaction product. The product is: [Cl:1][C:2]1[CH:7]=[CH:6][CH:5]=[C:4]([CH3:8])[C:3]=1[NH:9][C:10]1[NH:11][C:12]2[C:18]3[CH2:19][C:20]([CH3:22])([CH3:23])[O:21][C:17]=3[C:16]([C:24]([NH:36][C:35]3[CH:37]=[CH:38][C:32]([F:31])=[C:33]([C:39]([F:42])([F:40])[F:41])[CH:34]=3)=[O:26])=[CH:15][C:13]=2[N:14]=1. (5) Given the reactants [CH:1]1([C:4]2[C:5]([O:13][CH2:14][C:15]([F:18])([F:17])[F:16])=[CH:6][C:7]([C:10]([OH:12])=O)=[N:8][CH:9]=2)[CH2:3][CH2:2]1.[NH2:19][C:20]([CH3:28])([CH2:23][S:24]([CH3:27])(=[O:26])=[O:25])[C:21]#[N:22], predict the reaction product. The product is: [C:21]([C:20]([NH:19][C:10]([C:7]1[CH:6]=[C:5]([O:13][CH2:14][C:15]([F:18])([F:17])[F:16])[C:4]([CH:1]2[CH2:2][CH2:3]2)=[CH:9][N:8]=1)=[O:12])([CH3:28])[CH2:23][S:24]([CH3:27])(=[O:26])=[O:25])#[N:22].